Task: Binary Classification. Given a miRNA mature sequence and a target amino acid sequence, predict their likelihood of interaction.. Dataset: Experimentally validated miRNA-target interactions with 360,000+ pairs, plus equal number of negative samples (1) The miRNA is hsa-miR-3609 with sequence CAAAGUGAUGAGUAAUACUGGCUG. The protein sequence of the target gene is MSTPAVPQDLQLPPSQRAQSAFKEQRRQKLKEHLLRRKTLFAYKQENEMLSSSRDQRVVTSEDQVQEGTKVLKLKTKMADKENMKRPAESKNNTVVGKHCIPLKPSNELTNSTVVIDTHKPKDSNQTPHLLLTEDDPQSQHMTLSQAFHLKNNSKKKQMTTEKQKQDANMPKKPVLGSYRGQIVQSKINSFRKPLQVKDESSAATKKLSATIPKATKPQPVNTSSVTVKSNRSSNMTATTKFVSTTSQNTQLVRPPIRSHHSNTRDTVKQGISRTSANVTIRKGPHEKELLQSKTALSSV.... Result: 1 (interaction). (2) The miRNA is mmu-miR-374c-5p with sequence AUAAUACAACCUGCUAAGUG. The protein sequence of the target gene is MARAGSCGGAAAGAGRPEPWELSLEEVLKAYEQPLNEEQAWAVCFQGCRGLRGSPGRRLRDTGDLLLRGDGSVGAREPEAAEPATMVVPLASSEAQTVQSLGFAIYRALDWGLDESEERELSPQLERLIDLMANNDSEDSGCGAADEGYGGPEEEEEAEGVPRSVRTFAQAMRLCAARLTDPRGAQAHYQAVCRALFVETLELRAFLARVREAKEMLQKLREDEPHLETPRAELDSLGHTDWARLWVQLMRELRRGVKLKKVQEQEFNPLPTEFQLTPFEMLMQDIRARNYKLRKVMVDG.... Result: 0 (no interaction). (3) The miRNA is mmu-miR-1934-5p with sequence UCUGGUCCCCUGCUUCGUCCUCU. The protein sequence of the target gene is MGNHLTEMAPTASSFLPHFQALHVVVIGLDSAGKTSLLYRLKFKEFVQSVPTKGFNTEKIRVPLGGSRGITFQVWDVGGQEKLRPLWRSYTRRTDGLVFVVDAAEAERLEEAKVELHRISRASDNQGVPVLVLANKQDQPGALSAAEVEKRLAVRELAAATLTHVQGCSAVDGLGLQQGLERLYEMILKRKKAARGGKKRR. Result: 0 (no interaction). (4) The miRNA is hsa-miR-3914 with sequence AAGGAACCAGAAAAUGAGAAGU. The protein sequence of the target gene is MYASSYPPPPQLSPRSHLCPPPPHPTPPQLNNLLLLEGRKSSLPSVAPTGSASAAEDSDLLTQPWYSGNCDRYAVESALLHLQKDGAYTVRPSSGPHGSQPFTLAVLLRGRVFNIPIRRLDGGRHYALGREGRNREELFSSVAAMVQHFMWHPLPLVDRHSGSRELTCLLFPTKP. Result: 0 (no interaction).